Task: Predict the product of the given reaction.. Dataset: Forward reaction prediction with 1.9M reactions from USPTO patents (1976-2016) (1) Given the reactants [C:1]([C:3]1[CH:28]=[CH:27][C:6]([CH2:7][O:8][C:9]2[CH:10]=[C:11]([CH:15]=[C:16]([O:18][C:19]3[CH:24]=[CH:23][C:22]([C:25]#[N:26])=[CH:21][CH:20]=3)[CH:17]=2)[C:12]([OH:14])=O)=[CH:5][CH:4]=1)#[N:2].[C:29]([O:33][C:34](=[O:44])[NH:35][CH2:36][CH2:37][CH:38]1[CH2:43][CH2:42][NH:41][CH2:40][CH2:39]1)([CH3:32])([CH3:31])[CH3:30], predict the reaction product. The product is: [C:29]([O:33][C:34](=[O:44])[NH:35][CH2:36][CH2:37][CH:38]1[CH2:39][CH2:40][N:41]([C:12](=[O:14])[C:11]2[CH:15]=[C:16]([O:18][C:19]3[CH:20]=[CH:21][C:22]([C:25]#[N:26])=[CH:23][CH:24]=3)[CH:17]=[C:9]([O:8][CH2:7][C:6]3[CH:5]=[CH:4][C:3]([C:1]#[N:2])=[CH:28][CH:27]=3)[CH:10]=2)[CH2:42][CH2:43]1)([CH3:32])([CH3:30])[CH3:31]. (2) Given the reactants [NH2:1][C:2]1[C:11]2[N:12]=[C:13]([CH2:25][N:26]3[CH2:30][CH2:29][CH2:28][S:27]3(=[O:32])=[O:31])[N:14]([CH2:15][CH2:16][NH:17]C(=O)OC(C)(C)C)[C:10]=2[C:9]2[CH:8]=[CH:7][CH:6]=[CH:5][C:4]=2[N:3]=1.[ClH:33].C(OCC)C, predict the reaction product. The product is: [ClH:33].[ClH:33].[NH2:17][CH2:16][CH2:15][N:14]1[C:10]2[C:9]3[CH:8]=[CH:7][CH:6]=[CH:5][C:4]=3[N:3]=[C:2]([NH2:1])[C:11]=2[N:12]=[C:13]1[CH2:25][N:26]1[CH2:30][CH2:29][CH2:28][S:27]1(=[O:32])=[O:31]. (3) Given the reactants [F:1][C:2]([F:14])([F:13])[C:3]([C:6]1[CH:11]=[CH:10][C:9]([OH:12])=[CH:8][CH:7]=1)([CH3:5])[CH3:4].C(=O)([O-])[O-].[K+].[K+].Br[CH2:22][C:23]([O:25][CH2:26][CH3:27])=[O:24], predict the reaction product. The product is: [F:1][C:2]([F:13])([F:14])[C:3]([C:6]1[CH:11]=[CH:10][C:9]([O:12][CH2:22][C:23]([O:25][CH2:26][CH3:27])=[O:24])=[CH:8][CH:7]=1)([CH3:5])[CH3:4]. (4) Given the reactants [CH3:1][O:2][C:3]([C:5]1[N:6]([S:11]([C:14]2[CH:19]=[CH:18][C:17]([CH3:20])=[CH:16][CH:15]=2)(=[O:13])=[O:12])[CH:7]=[C:8](I)[CH:9]=1)=[O:4].[B:21]1([B:21]2[O:25][C:24]([CH3:27])([CH3:26])[C:23]([CH3:29])([CH3:28])[O:22]2)[O:25][C:24]([CH3:27])([CH3:26])[C:23]([CH3:29])([CH3:28])[O:22]1, predict the reaction product. The product is: [CH3:1][O:2][C:3]([C:5]1[N:6]([S:11]([C:14]2[CH:19]=[CH:18][C:17]([CH3:20])=[CH:16][CH:15]=2)(=[O:13])=[O:12])[CH:7]=[C:8]([B:21]2[O:25][C:24]([CH3:27])([CH3:26])[C:23]([CH3:29])([CH3:28])[O:22]2)[CH:9]=1)=[O:4]. (5) Given the reactants [H-].[Al+3].[Li+].[H-].[H-].[H-].C[O:8][C:9]([C:11]1[CH:16]=[CH:15][CH:14]=[C:13]([C:17]2[CH:22]=[CH:21][CH:20]=[C:19]([Cl:23])[CH:18]=2)[N:12]=1)=O.Cl, predict the reaction product. The product is: [Cl:23][C:19]1[CH:18]=[C:17]([C:13]2[N:12]=[C:11]([CH2:9][OH:8])[CH:16]=[CH:15][CH:14]=2)[CH:22]=[CH:21][CH:20]=1. (6) Given the reactants [O:1]=[C:2]1[C:11]([C:12]([O:14]C)=[O:13])=[CH:10][C:9]2[C:4](=[CH:5][N:6]=[CH:7][CH:8]=2)[NH:3]1.[OH-].[Li+], predict the reaction product. The product is: [O:1]=[C:2]1[C:11]([C:12]([OH:14])=[O:13])=[CH:10][C:9]2[C:4](=[CH:5][N:6]=[CH:7][CH:8]=2)[NH:3]1. (7) Given the reactants [NH2:1][C:2]1[C:3]2[N:10]=[C:9]([C:11]3[N:15]([CH2:16][CH:17]4[CH2:22][CH2:21][C:20](=[O:23])[CH2:19][CH2:18]4)[CH:14]=[N:13][C:12]=3[C:24]3[CH:29]=[CH:28][CH:27]=[CH:26][CH:25]=3)[S:8][C:4]=2[N:5]=[CH:6][N:7]=1.C(O[BH-](OC(=O)C)OC(=O)C)(=O)C.[Na+].CN1CCNCC1, predict the reaction product. The product is: [NH2:1][C:2]1[C:3]2[N:10]=[C:9]([C:11]3[N:15]([CH2:16][CH:17]4[CH2:18][CH2:19][CH:20]([OH:23])[CH2:21][CH2:22]4)[CH:14]=[N:13][C:12]=3[C:24]3[CH:25]=[CH:26][CH:27]=[CH:28][CH:29]=3)[S:8][C:4]=2[N:5]=[CH:6][N:7]=1. (8) Given the reactants [CH3:1][C:2]1[O:3][CH:4]=[C:5]([C:7]([Cl:9])=[O:8])[N:6]=1.[NH2:10][C:11]1[C:20]2[C:15](=[CH:16][C:17]([O:23][CH3:24])=[C:18]([O:21][CH3:22])[CH:19]=2)[N:14]=[C:13]([N:25]2[CH2:30][CH2:29][NH:28][CH2:27][CH2:26]2)[N:12]=1, predict the reaction product. The product is: [ClH:9].[NH2:10][C:11]1[C:20]2[C:15](=[CH:16][C:17]([O:23][CH3:24])=[C:18]([O:21][CH3:22])[CH:19]=2)[N:14]=[C:13]([N:25]2[CH2:30][CH2:29][N:28]([C:7]([C:5]3[N:6]=[C:2]([CH3:1])[O:3][CH:4]=3)=[O:8])[CH2:27][CH2:26]2)[N:12]=1.